This data is from Full USPTO retrosynthesis dataset with 1.9M reactions from patents (1976-2016). The task is: Predict the reactants needed to synthesize the given product. (1) Given the product [NH:2]1[CH:3]=[CH:4][C:5]([C:7]2[N:15]3[C:10]([CH:11]=[CH:12][CH:13]=[CH:14]3)=[CH:9][C:8]=2[C:16]([O:18][CH2:19][CH3:20])=[O:17])=[N:23]1, predict the reactants needed to synthesize it. The reactants are: C[N:2](C)[CH:3]=[CH:4][C:5]([C:7]1[N:15]2[C:10]([CH:11]=[CH:12][CH:13]=[CH:14]2)=[CH:9][C:8]=1[C:16]([O:18][CH2:19][CH3:20])=[O:17])=O.O.[NH2:23]N. (2) Given the product [Cl:12][C:13]1[C:14]([N+:20]([O-:22])=[O:21])=[C:15]([CH:16]=[CH:17][CH:18]=1)[NH:11][C:6]1[CH:7]=[CH:8][CH:9]=[CH:10][C:5]=1[O:4][CH3:3], predict the reactants needed to synthesize it. The reactants are: [H-].[Na+].[CH3:3][O:4][C:5]1[C:6]([NH2:11])=[CH:7][CH:8]=[CH:9][CH:10]=1.[Cl:12][C:13]1[CH:18]=[CH:17][CH:16]=[C:15](Cl)[C:14]=1[N+:20]([O-:22])=[O:21].Cl. (3) Given the product [CH3:3][CH:2]([CH2:4][CH:5]1[C:18](=[O:19])[CH2:17][CH:16]2[N:7]([CH2:8][CH2:9][C:10]3[C:15]2=[CH:14][C:13]([O:20][CH3:21])=[C:12]([O:22][CH3:23])[CH:11]=3)[CH2:6]1)[CH3:1], predict the reactants needed to synthesize it. The reactants are: [CH3:1][CH:2]([CH2:4][C@H:5]1[C:18](=[O:19])[CH2:17][C@H:16]2[N:7]([CH2:8][CH2:9][C:10]3[C:15]2=[CH:14][C:13]([O:20][CH3:21])=[C:12]([O:22][CH3:23])[CH:11]=3)[CH2:6]1)[CH3:3].CC(C[C@@H]1C(=O)C[C@@H]2N(CCC3C2=CC(OC)=C(OC)C=3)C1)C.